From a dataset of Full USPTO retrosynthesis dataset with 1.9M reactions from patents (1976-2016). Predict the reactants needed to synthesize the given product. Given the product [CH2:1]([N:8]1[CH2:14][CH2:13][CH2:12][CH:11]([C:15](=[N:17][O:18][C:34]([C:33]2[CH:37]=[CH:38][C:30]([F:29])=[CH:31][CH:32]=2)=[O:35])[NH2:16])[CH2:10][C:9]1=[O:19])[C:2]1[CH:3]=[CH:4][CH:5]=[CH:6][CH:7]=1, predict the reactants needed to synthesize it. The reactants are: [CH2:1]([N:8]1[CH2:14][CH2:13][CH2:12][CH:11]([C:15](=[N:17][OH:18])[NH2:16])[CH2:10][C:9]1=[O:19])[C:2]1[CH:7]=[CH:6][CH:5]=[CH:4][CH:3]=1.CCN(C(C)C)C(C)C.[F:29][C:30]1[CH:38]=[CH:37][C:33]([C:34](Cl)=[O:35])=[CH:32][CH:31]=1.